This data is from Full USPTO retrosynthesis dataset with 1.9M reactions from patents (1976-2016). The task is: Predict the reactants needed to synthesize the given product. (1) The reactants are: [F:1][C:2]1[C:7]2[O:8][CH2:9][C:10]3[C:15]([C:6]=2[CH:5]=[CH:4][C:3]=1[OH:20])=[CH:14][C:13]([NH:16][C:17](=[O:19])[CH3:18])=[N:12][CH:11]=3.C(O)(C(F)(F)F)=O.C(=O)([O-])[O-].[K+].[K+].CS(O[CH2:39][C@@H:40]([NH:45][C:46]([O:48][C:49]([CH3:52])([CH3:51])[CH3:50])=[O:47])[CH2:41][CH:42]([CH3:44])[CH3:43])(=O)=O. Given the product [C:49]([O:48][C:46](=[O:47])[NH:45][C@@H:40]([CH2:41][CH:42]([CH3:44])[CH3:43])[CH2:39][O:20][C:3]1[CH:4]=[CH:5][C:6]2[C:15]3[C:10](=[CH:11][N:12]=[C:13]([NH:16][C:17](=[O:19])[CH3:18])[CH:14]=3)[CH2:9][O:8][C:7]=2[C:2]=1[F:1])([CH3:50])([CH3:52])[CH3:51], predict the reactants needed to synthesize it. (2) Given the product [F:20][CH2:21][CH2:22][NH:23][C:2]1[CH:7]=[CH:6][C:5]([C:8]2[N:9]=[C:10]3[CH:15]=[C:14]([NH:16][CH3:17])[CH:13]=[CH:12][N:11]3[CH:18]=2)=[CH:4][CH:3]=1, predict the reactants needed to synthesize it. The reactants are: Br[C:2]1[CH:7]=[CH:6][C:5]([C:8]2[N:9]=[C:10]3[CH:15]=[C:14]([NH:16][CH3:17])[CH:13]=[CH:12][N:11]3[CH:18]=2)=[CH:4][CH:3]=1.Cl.[F:20][CH2:21][CH2:22][NH2:23]. (3) The reactants are: [N:1]1([CH2:6][CH2:7][CH2:8][O:9][C:10]2[CH:15]=[CH:14][C:13]([C:16]3([CH2:22][NH2:23])[CH2:21][CH2:20][O:19][CH2:18][CH2:17]3)=[CH:12][CH:11]=2)[CH2:5][CH2:4][CH2:3][CH2:2]1.CCN(C(C)C)C(C)C.Cl.C(O[C:37]1[CH:42]=[CH:41][N:40]=[CH:39][C:38]=1[N+:43]([O-:45])=[O:44])C. Given the product [N+:43]([C:38]1[CH:39]=[N:40][CH:41]=[CH:42][C:37]=1[NH:23][CH2:22][C:16]1([C:13]2[CH:14]=[CH:15][C:10]([O:9][CH2:8][CH2:7][CH2:6][N:1]3[CH2:5][CH2:4][CH2:3][CH2:2]3)=[CH:11][CH:12]=2)[CH2:17][CH2:18][O:19][CH2:20][CH2:21]1)([O-:45])=[O:44], predict the reactants needed to synthesize it. (4) Given the product [NH2:16][C:17]1[N:22]([C:23]2[CH:28]=[CH:27][CH:26]=[C:25]([NH:29][C:11]([NH:10][C:6]3[CH:5]=[C:4]4[C:9](=[CH:8][CH:7]=3)[CH2:1][CH2:2][CH2:3]4)=[O:12])[CH:24]=2)[CH2:21][N:20]=[C:19]2[O:30][CH:31]=[CH:32][C:18]=12, predict the reactants needed to synthesize it. The reactants are: [CH2:1]1[C:9]2[C:4](=[CH:5][C:6]([N:10]=[C:11]=[O:12])=[CH:7][CH:8]=2)[CH2:3][CH2:2]1.[N-]=C=O.[NH2:16][C:17]1[N:22]([C:23]2[CH:28]=[CH:27][CH:26]=[C:25]([NH2:29])[CH:24]=2)[CH2:21][N:20]=[C:19]2[O:30][CH:31]=[CH:32][C:18]=12. (5) The reactants are: Br[C:2]1[CH:7]=[C:6]([O:8][CH3:9])[CH:5]=[C:4]([Cl:10])[C:3]=1[Cl:11].[Li]CCCC.[B:17](OC)([O:20]C)[O:18]C.Cl. Given the product [Cl:11][C:3]1[C:4]([Cl:10])=[CH:5][C:6]([O:8][CH3:9])=[CH:7][C:2]=1[B:17]([OH:20])[OH:18], predict the reactants needed to synthesize it. (6) Given the product [Br:1][C:2]1[CH:3]=[CH:4][C:5]([C:8](=[O:16])[CH2:9][C:10]([CH3:14])([CH3:15])[C:11]([O:13][CH3:17])=[O:12])=[CH:6][CH:7]=1, predict the reactants needed to synthesize it. The reactants are: [Br:1][C:2]1[CH:7]=[CH:6][C:5]([C:8](=[O:16])[CH2:9][C:10]([CH3:15])([CH3:14])[C:11]([OH:13])=[O:12])=[CH:4][CH:3]=1.[CH3:17]OC(OC)(C)C.Cl.